From a dataset of Forward reaction prediction with 1.9M reactions from USPTO patents (1976-2016). Predict the product of the given reaction. (1) Given the reactants [C:1]1([C:7]2([C:10]([NH2:12])=O)[CH2:9][CH2:8]2)[CH:6]=[CH:5][CH:4]=[CH:3][CH:2]=1.[H-].[H-].[H-].[H-].[Li+].[Al+3], predict the reaction product. The product is: [C:1]1([C:7]2([CH2:10][NH2:12])[CH2:8][CH2:9]2)[CH:6]=[CH:5][CH:4]=[CH:3][CH:2]=1. (2) Given the reactants [CH3:1][C:2]1[O:6][N:5]=[C:4]([C:7]2[CH:12]=[CH:11][C:10]([NH2:13])=[CH:9][CH:8]=2)[N:3]=1.[F:14][C:15]1[C:20]2[CH2:21][CH2:22][O:23][C:19]=2[C:18]([O:24][CH3:25])=[CH:17][C:16]=1[CH:26]=O.C[Si]([C:32]#[N:33])(C)C.C(S([O-])(=O)=O)(F)(F)F.C(S([O-])(=O)=O)(F)(F)F.C(S([O-])(=O)=O)(F)(F)F.[Yb+3], predict the reaction product. The product is: [F:14][C:15]1[C:20]2[CH2:21][CH2:22][O:23][C:19]=2[C:18]([O:24][CH3:25])=[CH:17][C:16]=1[CH:26]([NH:13][C:10]1[CH:11]=[CH:12][C:7]([C:4]2[N:3]=[C:2]([CH3:1])[O:6][N:5]=2)=[CH:8][CH:9]=1)[C:32]#[N:33].